This data is from Forward reaction prediction with 1.9M reactions from USPTO patents (1976-2016). The task is: Predict the product of the given reaction. (1) The product is: [F:1][C:2]1[CH:7]=[CH:6][C:5]([C:8]2[C:9]([C:26]3[CH:27]=[CH:28][CH:29]=[CH:30][CH:31]=3)=[C:10]([C:14]([C:16]([C:18]3[CH:23]=[CH:22][C:21]([CH3:24])=[C:20]([F:25])[CH:19]=3)=[O:17])=[O:15])[CH:11]=[CH:12][CH:13]=2)=[CH:4][CH:3]=1. Given the reactants [F:1][C:2]1[CH:7]=[CH:6][C:5]([C:8]2[C:9]([C:26]3[CH:31]=[CH:30][CH:29]=[CH:28][CH:27]=3)=[C:10]([C:14]([CH:16]([C:18]3[CH:23]=[CH:22][C:21]([CH3:24])=[C:20]([F:25])[CH:19]=3)[OH:17])=[O:15])[CH:11]=[CH:12][CH:13]=2)=[CH:4][CH:3]=1.[Bi]=O, predict the reaction product. (2) Given the reactants [O:1]=[C:2]1[C:11]2[C:6](=[CH:7][CH:8]=[CH:9][CH:10]=2)[N:5]=[C:4]([CH2:12][CH2:13][CH2:14][C:15]([OH:17])=O)[NH:3]1.[F:18][C:19]1([F:35])[C:27]2[C:22](=[CH:23][CH:24]=[CH:25][CH:26]=2)[N:21]([CH:28]2[CH2:33][CH2:32][NH:31][CH2:30][CH2:29]2)[C:20]1=[O:34], predict the reaction product. The product is: [F:35][C:19]1([F:18])[C:27]2[C:22](=[CH:23][CH:24]=[CH:25][CH:26]=2)[N:21]([CH:28]2[CH2:29][CH2:30][N:31]([C:15](=[O:17])[CH2:14][CH2:13][CH2:12][C:4]3[NH:3][C:2](=[O:1])[C:11]4[C:6](=[CH:7][CH:8]=[CH:9][CH:10]=4)[N:5]=3)[CH2:32][CH2:33]2)[C:20]1=[O:34]. (3) The product is: [Cl:1][C:2]1[CH:7]=[CH:6][CH:5]=[CH:4][C:3]=1[C:8]1[O:12][N:11]=[CH:10][C:9]=1[C:13]([N:20]1[CH2:21][CH2:22][CH2:23][C@@H:19]1[CH2:18][O:17][CH3:16])=[O:15]. Given the reactants [Cl:1][C:2]1[CH:7]=[CH:6][CH:5]=[CH:4][C:3]=1[C:8]1[O:12][N:11]=[CH:10][C:9]=1[C:13]([OH:15])=O.[CH3:16][O:17][CH2:18][C@H:19]1[CH2:23][CH2:22][CH2:21][NH:20]1, predict the reaction product. (4) The product is: [Cl:26][C:24]1[CH:23]=[C:19]([CH:18]=[C:17]([Cl:16])[N:25]=1)[C:20]([N:2]([CH3:1])[C:3]1[CH:4]=[N:5][CH:6]=[CH:7][C:8]=1[C:9]1[CH:14]=[CH:13][CH:12]=[CH:11][C:10]=1[CH3:15])=[O:22]. Given the reactants [CH3:1][NH:2][C:3]1[CH:4]=[N:5][CH:6]=[CH:7][C:8]=1[C:9]1[CH:14]=[CH:13][CH:12]=[CH:11][C:10]=1[CH3:15].[Cl:16][C:17]1[CH:18]=[C:19]([CH:23]=[C:24]([Cl:26])[N:25]=1)[C:20]([OH:22])=O, predict the reaction product. (5) The product is: [CH2:1]([C@H:8]1[CH2:9][N:10]([CH2:14][C:15]2[CH:20]=[CH:19][C:18]([C:21]3[CH:26]=[CH:25][CH:24]=[CH:23][C:22]=3[C:27]([F:30])([F:28])[F:29])=[CH:17][CH:16]=2)[CH2:11][CH2:12][N:13]1[C:31](=[O:33])[CH3:32])[C:2]1[CH:7]=[CH:6][CH:5]=[CH:4][CH:3]=1. Given the reactants [CH2:1]([C@@H:8]1[NH:13][CH2:12][CH2:11][N:10]([CH2:14][C:15]2[CH:20]=[CH:19][C:18]([C:21]3[CH:26]=[CH:25][CH:24]=[CH:23][C:22]=3[C:27]([F:30])([F:29])[F:28])=[CH:17][CH:16]=2)[CH2:9]1)[C:2]1[CH:7]=[CH:6][CH:5]=[CH:4][CH:3]=1.[C:31](Cl)(=[O:33])[CH3:32].C(N(CC)C(C)C)(C)C, predict the reaction product. (6) Given the reactants C(OC([N:8]1[CH2:12][C@@H:11]([CH2:13][N:14]([CH:31]([CH3:33])[CH3:32])[C:15](=[O:30])[C:16]2[CH:21]=[CH:20][C:19]([O:22][CH3:23])=[C:18]([O:24][CH2:25][CH2:26][CH2:27][O:28][CH3:29])[CH:17]=2)[C@H:10]([NH2:34])[CH2:9]1)=O)(C)(C)C.Cl[CH2:36][C:37]([N:39]([CH2:43][CH:44]1[CH2:49][CH2:48][CH2:47][CH2:46][CH2:45]1)[CH:40]1[CH2:42][CH2:41]1)=[O:38].[Cl-].CC#N.O, predict the reaction product. The product is: [CH:44]1([CH2:43][N:39]([CH:40]2[CH2:42][CH2:41]2)[C:37]([CH2:36][NH:34][C@@H:10]2[CH2:9][NH:8][CH2:12][C@H:11]2[CH2:13][N:14]([CH:31]([CH3:33])[CH3:32])[C:15](=[O:30])[C:16]2[CH:21]=[CH:20][C:19]([O:22][CH3:23])=[C:18]([O:24][CH2:25][CH2:26][CH2:27][O:28][CH3:29])[CH:17]=2)=[O:38])[CH2:49][CH2:48][CH2:47][CH2:46][CH2:45]1.